This data is from Catalyst prediction with 721,799 reactions and 888 catalyst types from USPTO. The task is: Predict which catalyst facilitates the given reaction. (1) Reactant: Cl.[CH3:2][N:3]([CH3:37])[C:4]1([C:31]2[CH:36]=[CH:35][CH:34]=[CH:33][CH:32]=2)[CH2:9][CH2:8][CH:7]([NH:10][C:11](=[O:30])[CH:12]([NH:17][C:18](=[O:29])[CH2:19][C:20]2[C:28]3[C:23](=[CH:24][CH:25]=[CH:26][CH:27]=3)[NH:22][CH:21]=2)[CH2:13][CH:14]([CH3:16])[CH3:15])[CH2:6][CH2:5]1.C[Si](C)(C)[Cl:40]. Product: [ClH:40].[CH3:37][N:3]([CH3:2])[C:4]1([C:31]2[CH:36]=[CH:35][CH:34]=[CH:33][CH:32]=2)[CH2:9][CH2:8][CH:7]([NH:10][C:11](=[O:30])[CH:12]([NH:17][C:18](=[O:29])[CH2:19][C:20]2[C:28]3[C:23](=[CH:24][CH:25]=[CH:26][CH:27]=3)[NH:22][CH:21]=2)[CH2:13][CH:14]([CH3:15])[CH3:16])[CH2:6][CH2:5]1. The catalyst class is: 573. (2) Reactant: [CH:1]([C:3]1[C:12]2[C:7](=[CH:8][CH:9]=[CH:10][CH:11]=2)[CH:6]=[C:5]([C:13]([OH:15])=O)[CH:4]=1)=[O:2].Cl.[CH3:17][NH:18][O:19][CH3:20].Cl.CN(C)C(C)CN=C=NCC.O.ON1C2C=CC=CC=2N=N1.C(N(CC)CC)C.[Cl-].[NH4+]. Product: [CH:1]([C:3]1[C:12]2[C:7](=[CH:8][CH:9]=[CH:10][CH:11]=2)[CH:6]=[C:5]([C:13]([N:18]([O:19][CH3:20])[CH3:17])=[O:15])[CH:4]=1)=[O:2]. The catalyst class is: 9. (3) Reactant: [CH2:1]([O:8][C:9](=[O:44])[N:10]([C:12]1[CH:17]=[C:16]([CH2:18][C@H:19]([NH:33][S:34]([C:37]2[CH:42]=[CH:41][CH:40]=[CH:39][CH:38]=2)(=[O:36])=[O:35])[C:20](=[O:32])[NH:21][CH2:22][CH2:23][CH2:24][CH2:25][C:26]2[CH:31]=[CH:30][CH:29]=[CH:28][CH:27]=2)[CH:15]=[CH:14][C:13]=1[OH:43])[CH3:11])[C:2]1[CH:7]=[CH:6][CH:5]=[CH:4][CH:3]=1.C(=O)([O-])[O-].[K+].[K+].[CH2:51]([O:53][C:54](=[O:58])[CH:55](Br)[F:56])[CH3:52]. Product: [CH2:51]([O:53][C:54](=[O:58])[CH:55]([O:43][C:13]1[CH:14]=[CH:15][C:16]([CH2:18][C@H:19]([NH:33][S:34]([C:37]2[CH:38]=[CH:39][CH:40]=[CH:41][CH:42]=2)(=[O:36])=[O:35])[C:20](=[O:32])[NH:21][CH2:22][CH2:23][CH2:24][CH2:25][C:26]2[CH:27]=[CH:28][CH:29]=[CH:30][CH:31]=2)=[CH:17][C:12]=1[N:10]([C:9]([O:8][CH2:1][C:2]1[CH:7]=[CH:6][CH:5]=[CH:4][CH:3]=1)=[O:44])[CH3:11])[F:56])[CH3:52]. The catalyst class is: 3. (4) Reactant: [CH:1]([C@H:4]1[NH:15][C:14](=[O:16])[CH2:13][CH2:12][CH:11]=[CH:10][CH2:9][C@@H:8]([CH2:17][C:18]([O:20]C(C)(C)C)=O)[C:7](=[O:25])[O:6][CH2:5]1)([CH3:3])[CH3:2].FC(F)(F)C(O)=O.C([C@H]1NC(=O)CCC=CC[C@@H](CC(O)=O)C(=O)OC1)(C)C.[Cl:54][C:55]1[CH:60]=[CH:59][C:58]([CH2:61][NH2:62])=[CH:57][CH:56]=1. Product: [Cl:54][C:55]1[CH:60]=[CH:59][C:58]([CH2:61][NH:62][C:18](=[O:20])[CH2:17][C@H:8]2[C:7](=[O:25])[O:6][CH2:5][C@@H:4]([CH:1]([CH3:2])[CH3:3])[NH:15][C:14](=[O:16])[CH2:13][CH2:12][CH:11]=[CH:10][CH2:9]2)=[CH:57][CH:56]=1. The catalyst class is: 512.